This data is from NCI-60 drug combinations with 297,098 pairs across 59 cell lines. The task is: Regression. Given two drug SMILES strings and cell line genomic features, predict the synergy score measuring deviation from expected non-interaction effect. (1) Drug 1: CC1C(C(CC(O1)OC2CC(CC3=C2C(=C4C(=C3O)C(=O)C5=C(C4=O)C(=CC=C5)OC)O)(C(=O)C)O)N)O.Cl. Drug 2: C1CN1P(=S)(N2CC2)N3CC3. Cell line: NCI/ADR-RES. Synergy scores: CSS=7.04, Synergy_ZIP=-4.13, Synergy_Bliss=-0.322, Synergy_Loewe=-1.60, Synergy_HSA=-1.67. (2) Drug 1: C1CCC(CC1)NC(=O)N(CCCl)N=O. Drug 2: CC1=CC=C(C=C1)C2=CC(=NN2C3=CC=C(C=C3)S(=O)(=O)N)C(F)(F)F. Cell line: MOLT-4. Synergy scores: CSS=23.8, Synergy_ZIP=-2.15, Synergy_Bliss=0.497, Synergy_Loewe=-9.09, Synergy_HSA=1.25. (3) Drug 1: CN(C)C1=NC(=NC(=N1)N(C)C)N(C)C. Drug 2: C1=CN(C=N1)CC(O)(P(=O)(O)O)P(=O)(O)O. Cell line: K-562. Synergy scores: CSS=-4.17, Synergy_ZIP=0.509, Synergy_Bliss=-7.18, Synergy_Loewe=-17.2, Synergy_HSA=-11.9. (4) Drug 1: C1CN1P(=S)(N2CC2)N3CC3. Drug 2: CC1=C(C(=O)C2=C(C1=O)N3CC4C(C3(C2COC(=O)N)OC)N4)N. Cell line: SK-MEL-5. Synergy scores: CSS=48.1, Synergy_ZIP=-1.89, Synergy_Bliss=-1.79, Synergy_Loewe=-30.7, Synergy_HSA=1.52. (5) Synergy scores: CSS=-5.57, Synergy_ZIP=2.46, Synergy_Bliss=1.97, Synergy_Loewe=-3.47, Synergy_HSA=-3.71. Drug 2: C1CN(P(=O)(OC1)NCCCl)CCCl. Drug 1: C1CC(=O)NC(=O)C1N2C(=O)C3=CC=CC=C3C2=O. Cell line: SN12C. (6) Drug 1: CCCS(=O)(=O)NC1=C(C(=C(C=C1)F)C(=O)C2=CNC3=C2C=C(C=N3)C4=CC=C(C=C4)Cl)F. Drug 2: CCC1(C2=C(COC1=O)C(=O)N3CC4=CC5=C(C=CC(=C5CN(C)C)O)N=C4C3=C2)O.Cl. Cell line: OVCAR3. Synergy scores: CSS=21.5, Synergy_ZIP=-8.74, Synergy_Bliss=-4.65, Synergy_Loewe=-46.9, Synergy_HSA=-5.49.